From a dataset of Full USPTO retrosynthesis dataset with 1.9M reactions from patents (1976-2016). Predict the reactants needed to synthesize the given product. Given the product [ClH:25].[NH2:8][C@H:9]([C:15]([CH:35]1[NH:36][CH2:37][CH2:38][S:34]1)=[O:17])[CH2:10][CH2:11][C:12](=[O:14])[NH2:13], predict the reactants needed to synthesize it. The reactants are: C(OC([NH:8][C@H:9]([C:15]([OH:17])=O)[CH2:10][CH2:11][C:12](=[O:14])[NH2:13])=O)(C)(C)C.C(OC([Cl:25])=O)C(C)C.CN1CCOCC1.Cl.[S:34]1[CH2:38][CH2:37][NH:36][CH2:35]1.O1CCOCC1.